From a dataset of Catalyst prediction with 721,799 reactions and 888 catalyst types from USPTO. Predict which catalyst facilitates the given reaction. (1) Reactant: [C:1]1([C:7]2[C:16]([CH2:17][NH2:18])=[C:15]([C:19]3[CH:24]=[CH:23][CH:22]=[CH:21][CH:20]=3)[C:14]3[C:9](=[N:10][CH:11]=[CH:12][CH:13]=3)[N:8]=2)[CH:6]=[CH:5][CH:4]=[CH:3][CH:2]=1.CCN(C(C)C)C(C)C.[NH2:34][C:35]1[C:40]([C:41]#[N:42])=[C:39](Cl)[N:38]=[CH:37][N:36]=1. Product: [NH2:34][C:35]1[C:40]([C:41]#[N:42])=[C:39]([NH:18][CH2:17][C:16]2[C:7]([C:1]3[CH:6]=[CH:5][CH:4]=[CH:3][CH:2]=3)=[N:8][C:9]3[C:14]([C:15]=2[C:19]2[CH:20]=[CH:21][CH:22]=[CH:23][CH:24]=2)=[CH:13][CH:12]=[CH:11][N:10]=3)[N:38]=[CH:37][N:36]=1. The catalyst class is: 51. (2) The catalyst class is: 742. Reactant: [Cl:1][C:2]1[CH:3]=[CH:4][C:5]2[C:34]3[C:10](=[C:11]4[C:31](=[CH:32][CH:33]=3)[C:15]3[N:16]=[C:17]([C@@H:19]5[CH2:23][CH2:22][CH2:21][N:20]5[C:24]([O:26][C:27]([CH3:30])([CH3:29])[CH3:28])=[O:25])[NH:18][C:14]=3[CH2:13][CH2:12]4)[O:9][CH2:8][C:6]=2[CH:7]=1. Product: [Cl:1][C:2]1[CH:3]=[CH:4][C:5]2[C:34]3[C:10](=[C:11]4[C:31](=[CH:32][CH:33]=3)[C:15]3[N:16]=[C:17]([C@@H:19]5[CH2:23][CH2:22][CH2:21][N:20]5[C:24]([O:26][C:27]([CH3:30])([CH3:29])[CH3:28])=[O:25])[NH:18][C:14]=3[CH:13]=[CH:12]4)[O:9][CH2:8][C:6]=2[CH:7]=1. (3) Reactant: C(=O)(O)[O-].[Na+].[Cl:6][C:7]1[N:12]=[C:11](Cl)[CH:10]=[CH:9][N:8]=1.[CH3:14][O:15][C:16]1[CH:22]=[CH:21][C:19]([NH2:20])=[CH:18][CH:17]=1. Product: [Cl:6][C:7]1[N:12]=[C:11]([NH:20][C:19]2[CH:21]=[CH:22][C:16]([O:15][CH3:14])=[CH:17][CH:18]=2)[CH:10]=[CH:9][N:8]=1. The catalyst class is: 40. (4) Reactant: [CH3:1][C:2]1[C:10]2[C:5](=[N:6][CH:7]=[N:8][C:9]=2[NH2:11])[N:4]([C@H:12]2[CH2:17][CH2:16][C@@H:15]([N:18]3[CH2:23][CH2:22][N:21]([CH3:24])[CH2:20][CH2:19]3)[CH2:14][CH2:13]2)[N:3]=1.[CH:25]([C:27]1[CH:32]=[CH:31]C(B(O)O)=[CH:29][CH:28]=1)=[O:26].C(=O)([O-])[O-].[Na+].[Na+].COCCOC. Product: [NH2:11][C:9]1[N:8]=[CH:7][N:6]=[C:5]2[N:4]([CH:12]3[CH2:17][CH2:16][CH:15]([N:18]4[CH2:19][CH2:20][N:21]([CH3:24])[CH2:22][CH2:23]4)[CH2:14][CH2:13]3)[N:3]=[C:2]([C:1]3[CH:31]=[CH:32][C:27]([CH:25]=[O:26])=[CH:28][CH:29]=3)[C:10]=12. The catalyst class is: 6. (5) Reactant: [F:1][C:2]1[CH:31]=[CH:30][C:5]([NH:6][C:7]2[CH:19]=[C:18](/[CH:20]=[CH:21]/[C:22]3[CH:27]=[CH:26][CH:25]=[C:24]([O:28][CH3:29])[CH:23]=3)[CH:17]=[CH:16][C:8]=2[C:9]([O:11]C(C)(C)C)=[O:10])=[CH:4][CH:3]=1. Product: [F:1][C:2]1[CH:3]=[CH:4][C:5]([NH:6][C:7]2[CH:19]=[C:18](/[CH:20]=[CH:21]/[C:22]3[CH:27]=[CH:26][CH:25]=[C:24]([O:28][CH3:29])[CH:23]=3)[CH:17]=[CH:16][C:8]=2[C:9]([OH:11])=[O:10])=[CH:30][CH:31]=1. The catalyst class is: 55. (6) Reactant: Br[CH2:2][C:3]1[N:8]=[C:7]([N:9]2[CH2:14][CH2:13][O:12][CH2:11][CH2:10]2)[CH:6]=[C:5]([Cl:15])[N:4]=1.[C:16]1([CH2:22][CH2:23][NH2:24])[CH:21]=[CH:20][CH:19]=[CH:18][CH:17]=1.[Cl-].[NH4+]. Product: [Cl:15][C:5]1[CH:6]=[C:7]([N:9]2[CH2:14][CH2:13][O:12][CH2:11][CH2:10]2)[N:8]=[C:3]([CH2:2][NH:24][CH2:23][CH2:22][C:16]2[CH:21]=[CH:20][CH:19]=[CH:18][CH:17]=2)[N:4]=1. The catalyst class is: 10.